This data is from Reaction yield outcomes from USPTO patents with 853,638 reactions. The task is: Predict the reaction yield, written as a fraction of the theoretical maximum amount of product (1.0 means a 100% yield; for example, 0.34 means a 34% yield). (1) The reactants are [CH3:1][O:2][C:3]([C:5]1[CH:10]=[C:9]([NH2:11])[N:8]=[C:7]([C:12]2[CH:17]=[CH:16][C:15]([Cl:18])=[C:14]([O:19][CH3:20])[C:13]=2[F:21])[N:6]=1)=[O:4].[Br:22]N1C(=O)CCC1=O. The catalyst is C(Cl)(Cl)Cl. The product is [CH3:1][O:2][C:3]([C:5]1[C:10]([Br:22])=[C:9]([NH2:11])[N:8]=[C:7]([C:12]2[CH:17]=[CH:16][C:15]([Cl:18])=[C:14]([O:19][CH3:20])[C:13]=2[F:21])[N:6]=1)=[O:4]. The yield is 0.770. (2) The reactants are Br[C:2]1[CH:7]=[CH:6][C:5]([C:8]2[CH:17]=[CH:16][C:15]3[C:10](=[CH:11][CH:12]=[CH:13][CH:14]=3)[CH:9]=2)=[CH:4][CH:3]=1.[CH2:18]([Li])[CH2:19][CH2:20][CH3:21].[CH:23]1[C:36]2[C:35](=[O:37])[C:34]3[C:29](=[CH:30][CH:31]=[CH:32][CH:33]=3)[C:28](=[O:38])[C:27]=2[CH:26]=[CH:25][CH:24]=1.[Cl-].[NH4+]. The yield is 0.910. The catalyst is CCCCCC.C1COCC1.C1(C)C=CC=CC=1. The product is [CH:18]1[C:7]2[C:2](=[CH:3][CH:4]=[CH:5][CH:6]=2)[CH:21]=[CH:20][C:19]=1[C:8]1[CH:17]=[CH:16][C:15]([C:35]2([OH:37])[C:34]3[CH:33]=[CH:32][CH:31]=[CH:30][C:29]=3[C:28]([C:2]3[CH:3]=[CH:4][C:5]([C:8]4[CH:9]=[CH:10][C:11]5[C:16](=[CH:15][CH:14]=[CH:13][CH:12]=5)[CH:17]=4)=[CH:6][CH:7]=3)([OH:38])[C:27]3[C:36]2=[CH:23][CH:24]=[CH:25][CH:26]=3)=[CH:10][CH:9]=1. (3) The reactants are O[C:2]1([C:30]2[CH:34]=[CH:33][S:32][CH:31]=2)[C:6]2[C:7]([CH3:27])=[C:8]([N:13]3[CH2:18][CH2:17][N:16]([C:19]4[CH:24]=[CH:23][C:22]([O:25][CH3:26])=[CH:21][CH:20]=4)[CH2:15][CH2:14]3)[C:9]([CH3:12])=[C:10]([CH3:11])[C:5]=2[O:4][C:3]1([CH3:29])[CH3:28]. The catalyst is C(O)C. The product is [CH3:28][C:3]1([CH3:29])[CH:2]([C:30]2[CH:34]=[CH:33][S:32][CH:31]=2)[C:6]2[C:7]([CH3:27])=[C:8]([N:13]3[CH2:18][CH2:17][N:16]([C:19]4[CH:20]=[CH:21][C:22]([O:25][CH3:26])=[CH:23][CH:24]=4)[CH2:15][CH2:14]3)[C:9]([CH3:12])=[C:10]([CH3:11])[C:5]=2[O:4]1. The yield is 0.770. (4) The reactants are [BH4-].[Na+].[Cl:3][C:4]1[N:5]=[C:6]2[CH:11]=[CH:10][CH:9]=[CH:8][N:7]2[C:12]=1[CH:13]=[O:14].O. The catalyst is CCO. The product is [Cl:3][C:4]1[N:5]=[C:6]2[CH:11]=[CH:10][CH:9]=[CH:8][N:7]2[C:12]=1[CH2:13][OH:14]. The yield is 0.780. (5) The reactants are [CH3:1][C:2]1[N:10]=[C:5]2[CH:6]=[CH:7][CH:8]=[CH:9][N:4]2[N:3]=1.[I:11]I.O. The catalyst is O1CCCC1.C([Li])CCC.CCCCCC. The product is [I:11][C:9]1[N:4]2[N:3]=[C:2]([CH3:1])[N:10]=[C:5]2[CH:6]=[CH:7][CH:8]=1. The yield is 0.370. (6) The reactants are [C:1]([C:3]1[CH:4]=[C:5]([S:10]([N:13]([CH2:19][C:20]2[CH:25]=[CH:24][C:23]([O:26][CH3:27])=[CH:22][C:21]=2[O:28][CH3:29])[C:14]2[S:18][N:17]=[CH:16][N:15]=2)(=[O:12])=[O:11])[CH:6]=[CH:7][C:8]=1F)#[N:2].[N:30]1[CH:35]=[CH:34][C:33]([C:36]2[CH:37]=[C:38]([C:43]3[CH:48]=[CH:47][CH:46]=[CH:45][C:44]=3[C:49]([F:52])([F:51])[F:50])[CH:39]=[CH:40][C:41]=2[OH:42])=[CH:32][N:31]=1.C(=O)([O-])[O-].[K+].[K+]. The catalyst is CS(C)=O. The product is [C:1]([C:3]1[CH:4]=[C:5]([S:10]([N:13]([CH2:19][C:20]2[CH:25]=[CH:24][C:23]([O:26][CH3:27])=[CH:22][C:21]=2[O:28][CH3:29])[C:14]2[S:18][N:17]=[CH:16][N:15]=2)(=[O:11])=[O:12])[CH:6]=[CH:7][C:8]=1[O:42][C:41]1[CH:40]=[CH:39][C:38]([C:43]2[CH:48]=[CH:47][CH:46]=[CH:45][C:44]=2[C:49]([F:50])([F:51])[F:52])=[CH:37][C:36]=1[C:33]1[CH:34]=[CH:35][N:30]=[N:31][CH:32]=1)#[N:2]. The yield is 1.15. (7) The reactants are C[N:2]1[CH:6]=[CH:5][C:4]([C:7]([O:9][CH2:10][CH3:11])=[O:8])=[N:3]1.[I:12]I.O=[N+]([O-])[O-].[O-][N+](=O)[O-].[O-][N+](=O)[O-].[O-][N+](=O)[O-].[O-][N+](=O)[O-].[O-][N+](=O)[O-].[Ce+4].[NH4+].[NH4+]. The catalyst is CC#N. The product is [I:12][C:5]1[C:4]([C:7]([O:9][CH2:10][CH3:11])=[O:8])=[N:3][NH:2][CH:6]=1. The yield is 1.00. (8) The reactants are Br[C:2]1[C:3]2[N:4]([CH:8]=[CH:9][N:10]=2)[CH:5]=[CH:6][CH:7]=1.[Cl:11][C:12]1[CH:13]=[C:14]([CH:16]=[CH:17][CH:18]=1)[NH2:15].CC(C)([O-])C.[Na+]. The catalyst is C1(C)C=CC=CC=1.C(OCC)(=O)C.O.C1C=CC(/C=C/C(/C=C/C2C=CC=CC=2)=O)=CC=1.C1C=CC(/C=C/C(/C=C/C2C=CC=CC=2)=O)=CC=1.C1C=CC(/C=C/C(/C=C/C2C=CC=CC=2)=O)=CC=1.[Pd].[Pd].C1(P(C2C=CC=CC=2)C2C=CC3C(=CC=CC=3)C=2C2C3C(=CC=CC=3)C=CC=2P(C2C=CC=CC=2)C2C=CC=CC=2)C=CC=CC=1. The product is [Cl:11][C:12]1[CH:13]=[C:14]([NH:15][C:2]2[C:3]3[N:4]([CH:8]=[CH:9][N:10]=3)[CH:5]=[CH:6][CH:7]=2)[CH:16]=[CH:17][CH:18]=1. The yield is 0.110. (9) The product is [CH3:1][O:2][C:3]1[CH:8]=[CH:7][C:6]([C:9]2[NH:15][C:13](=[O:14])[C:12]3[CH:17]=[CH:18][CH:19]=[N:20][C:11]=3[CH:10]=2)=[CH:5][CH:4]=1. The reactants are [CH3:1][O:2][C:3]1[CH:8]=[CH:7][C:6]([C:9](O)=[CH:10][C:11]2[N:20]=[CH:19][CH:18]=[CH:17][C:12]=2[C:13]([NH:15]C)=[O:14])=[CH:5][CH:4]=1.N. The catalyst is O1CCOCC1. The yield is 0.730. (10) The reactants are [CH3:1][C:2]([CH3:7])([CH2:5][OH:6])[CH2:3][OH:4].[S:8]1[CH:12]=[CH:11][C:10]([C:13](=O)[CH3:14])=[CH:9]1.O. The catalyst is C1(C)C=CC=CC=1.C1(C)C=CC(S(O)(=O)=O)=CC=1. The product is [CH3:14][C:13]1([C:10]2[CH:11]=[CH:12][S:8][CH:9]=2)[O:6][CH2:5][C:2]([CH3:7])([CH3:1])[CH2:3][O:4]1. The yield is 0.930.